From a dataset of NCI-60 drug combinations with 297,098 pairs across 59 cell lines. Regression. Given two drug SMILES strings and cell line genomic features, predict the synergy score measuring deviation from expected non-interaction effect. (1) Drug 1: C1CC(C1)(C(=O)O)C(=O)O.[NH2-].[NH2-].[Pt+2]. Drug 2: C1=NC2=C(N=C(N=C2N1C3C(C(C(O3)CO)O)F)Cl)N. Cell line: MALME-3M. Synergy scores: CSS=0.916, Synergy_ZIP=-0.878, Synergy_Bliss=0.309, Synergy_Loewe=-2.90, Synergy_HSA=-2.80. (2) Drug 1: C1CCC(C1)C(CC#N)N2C=C(C=N2)C3=C4C=CNC4=NC=N3. Drug 2: CC1=C2C(C(=O)C3(C(CC4C(C3C(C(C2(C)C)(CC1OC(=O)C(C(C5=CC=CC=C5)NC(=O)OC(C)(C)C)O)O)OC(=O)C6=CC=CC=C6)(CO4)OC(=O)C)O)C)O. Cell line: U251. Synergy scores: CSS=56.9, Synergy_ZIP=16.5, Synergy_Bliss=14.9, Synergy_Loewe=-37.8, Synergy_HSA=15.4. (3) Drug 1: CC1CCC2CC(C(=CC=CC=CC(CC(C(=O)C(C(C(=CC(C(=O)CC(OC(=O)C3CCCCN3C(=O)C(=O)C1(O2)O)C(C)CC4CCC(C(C4)OC)O)C)C)O)OC)C)C)C)OC. Drug 2: CC(C)CN1C=NC2=C1C3=CC=CC=C3N=C2N. Cell line: NCI-H460. Synergy scores: CSS=29.0, Synergy_ZIP=-9.18, Synergy_Bliss=-3.88, Synergy_Loewe=-11.3, Synergy_HSA=-3.52. (4) Drug 1: CC1=C(C(=O)C2=C(C1=O)N3CC4C(C3(C2COC(=O)N)OC)N4)N. Drug 2: CCN(CC)CCNC(=O)C1=C(NC(=C1C)C=C2C3=C(C=CC(=C3)F)NC2=O)C. Cell line: T-47D. Synergy scores: CSS=26.7, Synergy_ZIP=2.96, Synergy_Bliss=4.41, Synergy_Loewe=-26.6, Synergy_HSA=2.61. (5) Drug 1: C1=CC(=CC=C1C#N)C(C2=CC=C(C=C2)C#N)N3C=NC=N3. Drug 2: C1C(C(OC1N2C=NC3=C2NC=NCC3O)CO)O. Cell line: HL-60(TB). Synergy scores: CSS=2.79, Synergy_ZIP=-1.20, Synergy_Bliss=0.395, Synergy_Loewe=-1.26, Synergy_HSA=-0.0791. (6) Drug 1: C1C(C(OC1N2C=C(C(=O)NC2=O)F)CO)O. Drug 2: CNC(=O)C1=NC=CC(=C1)OC2=CC=C(C=C2)NC(=O)NC3=CC(=C(C=C3)Cl)C(F)(F)F. Cell line: MDA-MB-231. Synergy scores: CSS=10.8, Synergy_ZIP=-0.367, Synergy_Bliss=3.89, Synergy_Loewe=-11.0, Synergy_HSA=-0.114. (7) Drug 1: CC1C(C(CC(O1)OC2CC(CC3=C2C(=C4C(=C3O)C(=O)C5=C(C4=O)C(=CC=C5)OC)O)(C(=O)C)O)N)O.Cl. Drug 2: C1CN(P(=O)(OC1)NCCCl)CCCl. Cell line: UACC62. Synergy scores: CSS=15.3, Synergy_ZIP=-5.27, Synergy_Bliss=-0.604, Synergy_Loewe=-9.53, Synergy_HSA=-0.445.